Dataset: Catalyst prediction with 721,799 reactions and 888 catalyst types from USPTO. Task: Predict which catalyst facilitates the given reaction. (1) Reactant: [H-].[H-].[H-].[H-].[Li+].[Al+3].[NH2:7][C:8]1([C:18]2[CH:23]=[CH:22][CH:21]=[CH:20][CH:19]=2)[CH:16]2[N:12]([CH2:13][CH2:14][CH2:15]2)[C:11](=O)[CH2:10][CH2:9]1. Product: [C:18]1([C:8]2([NH2:7])[CH:16]3[N:12]([CH2:13][CH2:14][CH2:15]3)[CH2:11][CH2:10][CH2:9]2)[CH:19]=[CH:20][CH:21]=[CH:22][CH:23]=1. The catalyst class is: 1. (2) Reactant: [Cl:1][C:2]1[CH:7]=[C:6]([NH:8][C:9]2[CH:14]=[CH:13][C:12]([F:15])=[CH:11][C:10]=2[F:16])[CH:5]=[CH:4][C:3]=1[C:17]([C:19]1[CH:24]=[C:23](I)[CH:22]=[CH:21][C:20]=1[CH3:26])=[O:18].[O:27]1C=[CH:30][CH:29]=[C:28]1P([C:28]1[O:27]C=[CH:30][CH:29]=1)[C:28]1[O:27]C=[CH:30][CH:29]=1.CC#N. Product: [Cl:1][C:2]1[CH:7]=[C:6]([NH:8][C:9]2[CH:14]=[CH:13][C:12]([F:15])=[CH:11][C:10]=2[F:16])[CH:5]=[CH:4][C:3]=1[C:17]([C:19]1[CH:24]=[C:23]([CH:30]=[CH:29][CH2:28][OH:27])[CH:22]=[CH:21][C:20]=1[CH3:26])=[O:18]. The catalyst class is: 12. (3) Reactant: [O:1]=[S:2]1(=[O:26])[C:7]2[CH:8]=[C:9]([O:12][C:13]3[CH:14]=[C:15]([C:19](=[N:21][OH:22])[NH2:20])[CH:16]=[CH:17][CH:18]=3)[CH:10]=[CH:11][C:6]=2[N:5]2[CH2:23][CH2:24][CH2:25][C:4]2=[N:3]1.N1C=CC=CC=1.[S:33](Cl)(Cl)=[O:34]. Product: [O:34]=[S:33]1[NH:20][C:19]([C:15]2[CH:14]=[C:13]([CH:18]=[CH:17][CH:16]=2)[O:12][C:9]2[CH:10]=[CH:11][C:6]3[N:5]4[CH2:23][CH2:24][CH2:25][C:4]4=[N:3][S:2](=[O:1])(=[O:26])[C:7]=3[CH:8]=2)=[N:21][O:22]1. The catalyst class is: 76. (4) Reactant: C([N:8]1[C:16]2[C:15]([Cl:17])=[N:14][C:13]([Cl:18])=[N:12][C:11]=2[CH:10]=[CH:9]1)C1C=CC=CC=1.[Al+3].[Cl-].[Cl-].[Cl-].C(Cl)(Cl)Cl. Product: [Cl:18][C:13]1[N:14]=[C:15]([Cl:17])[C:16]2[NH:8][CH:9]=[CH:10][C:11]=2[N:12]=1. The catalyst class is: 262. (5) Reactant: C1(P(C2C=CC=CC=2)C2C=CC=CC=2)C=CC=CC=1.II.C(N(CC)CC)C.[C:29]([O:33][C:34](=[O:47])[NH:35][CH2:36][CH2:37][C:38]([NH:40][NH:41][C:42](=[O:46])[CH:43]([CH3:45])[CH3:44])=O)([CH3:32])([CH3:31])[CH3:30]. Product: [C:29]([O:33][C:34](=[O:47])[NH:35][CH2:36][CH2:37][C:38]1[O:46][C:42]([CH:43]([CH3:45])[CH3:44])=[N:41][N:40]=1)([CH3:32])([CH3:31])[CH3:30]. The catalyst class is: 4.